This data is from Forward reaction prediction with 1.9M reactions from USPTO patents (1976-2016). The task is: Predict the product of the given reaction. (1) Given the reactants [OH-].[Na+].C([O:11][C:12]1[CH:27]=[CH:26][C:15]([C:16]([O:18][CH2:19][C:20]2[CH:25]=[CH:24][CH:23]=[CH:22][CH:21]=2)=[O:17])=[C:14]([O:28][CH2:29][C:30]2[CH:35]=[CH:34][CH:33]=[CH:32][CH:31]=2)[CH:13]=1)(=O)C1C=CC=CC=1.CO.Cl, predict the reaction product. The product is: [CH2:29]([O:28][C:14]1[CH:13]=[C:12]([OH:11])[CH:27]=[CH:26][C:15]=1[C:16]([O:18][CH2:19][C:20]1[CH:21]=[CH:22][CH:23]=[CH:24][CH:25]=1)=[O:17])[C:30]1[CH:31]=[CH:32][CH:33]=[CH:34][CH:35]=1. (2) Given the reactants [Cl:1][C:2]1[C:3]2[CH:18]=[CH:17][NH:16][C:4]=2[N:5]=[C:6]([S:8][C:9]2[CH:14]=[CH:13][C:12]([F:15])=[CH:11][CH:10]=2)[N:7]=1.[H-].[Na+].[CH3:21]I, predict the reaction product. The product is: [Cl:1][C:2]1[C:3]2[CH:18]=[CH:17][N:16]([CH3:21])[C:4]=2[N:5]=[C:6]([S:8][C:9]2[CH:10]=[CH:11][C:12]([F:15])=[CH:13][CH:14]=2)[N:7]=1. (3) Given the reactants C([Li])CCC.CCCCCC.CN(CCN(C)C)C.[CH2:20]([C:22]1[CH:23]=[C:24]2[C:28](=[CH:29][CH:30]=1)[C:27](=O)[CH2:26][CH2:25]2)[CH3:21].[CH2:32]([N:34]1[C:43]2[C:38](=[CH:39][C:40]([CH:44]([CH3:46])[CH3:45])=[CH:41][CH:42]=2)[C:37](=[O:47])C=C1C1OC=CC=1)[CH3:33], predict the reaction product. The product is: [CH2:20]([C:22]1[CH:23]=[C:24]2[C:28](=[CH:29][CH:30]=1)[C:27]1[N:34]([CH2:32][CH3:33])[C:43]3[CH:42]=[CH:41][C:40]([CH:44]([CH3:45])[CH3:46])=[CH:39][C:38]=3[C:37](=[O:47])[C:26]=1[CH2:25]2)[CH3:21]. (4) Given the reactants [N:1]1([CH2:15][C:16]2[N:20]([CH2:21][C@H:22]3[CH2:27][CH2:26][CH2:25][N:24](C([O-])=O)[CH2:23]3)[C:19]3[CH:31]=[CH:32][CH:33]=[CH:34][C:18]=3[N:17]=2)[C@H:14]2[C@H:5]([CH2:6][CH2:7][C:8]3[C:13]2=[N:12][CH:11]=[CH:10][CH:9]=3)[CH2:4][CH2:3][CH2:2]1.FC(F)(F)C(O)=O, predict the reaction product. The product is: [NH:24]1[CH2:25][CH2:26][CH2:27][C@H:22]([CH2:21][N:20]2[C:19]3[CH:31]=[CH:32][CH:33]=[CH:34][C:18]=3[N:17]=[C:16]2[CH2:15][N:1]2[C@H:14]3[C@H:5]([CH2:6][CH2:7][C:8]4[C:13]3=[N:12][CH:11]=[CH:10][CH:9]=4)[CH2:4][CH2:3][CH2:2]2)[CH2:23]1. (5) Given the reactants [Cl:1][C:2]1[N:7]=[CH:6][C:5]([CH:8]2[NH:13][C:12](=[S:14])[CH2:11][CH2:10][CH2:9]2)=[CH:4][CH:3]=1.[C:15]([O-])([O-])=O.[K+].[K+].IC, predict the reaction product. The product is: [Cl:1][C:2]1[CH:3]=[CH:4][C:5]([CH:8]2[CH2:9][CH2:10][CH2:11][C:12]([S:14][CH3:15])=[N:13]2)=[CH:6][N:7]=1. (6) The product is: [Cl:44][C:39]1[CH:38]=[C:37]2[C:42]([CH:43]=[C:34]([C:16]3[CH:15]=[CH:14][C:13]([F:27])=[C:12]([NH:11][C:9]([NH:8][CH:1]4[CH2:2][CH2:3][CH2:4][CH2:5][CH2:6][CH2:7]4)=[O:10])[CH:17]=3)[C:35]([CH3:45])=[N:36]2)=[CH:41][N:40]=1. Given the reactants [CH:1]1([NH:8][C:9]([NH:11][C:12]2[CH:17]=[C:16](B3OC(C)(C)C(C)(C)O3)[CH:15]=[CH:14][C:13]=2[F:27])=[O:10])[CH2:7][CH2:6][CH2:5][CH2:4][CH2:3][CH2:2]1.FC(F)(F)S(O[C:34]1[C:35]([CH3:45])=[N:36][C:37]2[C:42]([CH:43]=1)=[CH:41][N:40]=[C:39]([Cl:44])[CH:38]=2)(=O)=O.C([O-])([O-])=O.[K+].[K+], predict the reaction product. (7) The product is: [Br:20][C:21]1[CH:22]=[CH:23][C:24]2[CH2:29][O:30][C:31]3[CH:36]=[CH:35][C:34]([Cl:37])=[CH:33][C:32]=3[NH:27][CH2:26][C:25]=2[CH:28]=1. Given the reactants BrC1C=CC(CN)=C(COC2C=CC(Cl)=CC=2I)C=1.[Br:20][C:21]1[CH:22]=[CH:23][C:24]([CH2:29][O:30][C:31]2[CH:36]=[CH:35][C:34]([Cl:37])=[CH:33][C:32]=2I)=[C:25]([CH:28]=1)[CH2:26][NH2:27].O(C(C)(C)C)[Na].C1C=CC(P(C2C(C3C(P(C4C=CC=CC=4)C4C=CC=CC=4)=CC=C4C=3C=CC=C4)=C3C(C=CC=C3)=CC=2)C2C=CC=CC=2)=CC=1, predict the reaction product.